From a dataset of Peptide-MHC class II binding affinity with 134,281 pairs from IEDB. Regression. Given a peptide amino acid sequence and an MHC pseudo amino acid sequence, predict their binding affinity value. This is MHC class II binding data. (1) The peptide sequence is GELQIVDKEDAAFKI. The MHC is DRB1_0701 with pseudo-sequence DRB1_0701. The binding affinity (normalized) is 0.409. (2) The peptide sequence is KTMAVCTNAKVTAKG. The MHC is HLA-DQA10501-DQB10201 with pseudo-sequence HLA-DQA10501-DQB10201. The binding affinity (normalized) is 0. (3) The binding affinity (normalized) is 0.264. The peptide sequence is NLNIKLNMPLYIAGN. The MHC is HLA-DQA10102-DQB10602 with pseudo-sequence HLA-DQA10102-DQB10602. (4) The peptide sequence is HFFIGDFFVDHYYSE. The MHC is DRB1_0101 with pseudo-sequence DRB1_0101. The binding affinity (normalized) is 0.123.